Dataset: Catalyst prediction with 721,799 reactions and 888 catalyst types from USPTO. Task: Predict which catalyst facilitates the given reaction. (1) Reactant: [CH3:1][C:2]([O:4][CH2:5][C@H:6]1[O:11][C@H:10]([O:12][C:13]([CH3:15])=[O:14])[C@H:9]([N:16]=[N+]=[N-])[C@@H:8]([O:19][C:20]([CH3:22])=[O:21])[C@@H:7]1[O:23][C:24]([CH3:26])=[O:25])=[O:3]. Product: [C:13]([O:12][C@H:10]1[O:11][C@H:6]([CH2:5][O:4][C:2](=[O:3])[CH3:1])[C@@H:7]([O:23][C:24](=[O:25])[CH3:26])[C@H:8]([O:19][C:20](=[O:21])[CH3:22])[C@H:9]1[NH2:16])(=[O:14])[CH3:15]. The catalyst class is: 99. (2) The catalyst class is: 366. Reactant: [Cl:1][C:2]1[CH:7]=[CH:6][C:5]([N:8]2[CH:12]=[CH:11][CH:10]=[C:9]2/[CH:13]=[CH:14]/[C:15]([O:17][CH3:18])=[O:16])=[C:4]([CH:19]([C:21]2[CH:26]=[CH:25][CH:24]=[C:23]([O:27][CH3:28])[C:22]=2[O:29][CH3:30])[OH:20])[CH:3]=1.FC(F)(F)C(O)=O. Product: [Cl:1][C:2]1[CH:7]=[CH:6][C:5]2[N:8]3[CH:12]=[CH:11][CH:10]=[C:9]3[CH:13]([CH2:14][C:15]([O:17][CH3:18])=[O:16])[O:20][CH:19]([C:21]3[CH:26]=[CH:25][CH:24]=[C:23]([O:27][CH3:28])[C:22]=3[O:29][CH3:30])[C:4]=2[CH:3]=1. (3) Reactant: [Si:1]([O:8][CH2:9][CH2:10][CH2:11][C:12]#[CH:13])([C:4]([CH3:7])([CH3:6])[CH3:5])([CH3:3])[CH3:2].C([Li])CCC.[CH3:19][Si:20](Cl)([CH3:22])[CH3:21]. Product: [Si:1]([O:8][CH2:9][CH2:10][CH2:11][C:12]#[C:13][Si:20]([CH3:22])([CH3:21])[CH3:19])([C:4]([CH3:5])([CH3:6])[CH3:7])([CH3:3])[CH3:2]. The catalyst class is: 134. (4) Reactant: [CH:1]1([CH2:6][C@@H:7]([C:12]([N:14]2[CH:18]([C:19]([NH:21][C:22]3[CH:27]=[CH:26][C:25]([F:28])=[CH:24][N:23]=3)=[O:20])[CH2:17][CH:16]=[N:15]2)=[O:13])[CH2:8][C:9]([OH:11])=O)[CH2:5][CH2:4][CH2:3][CH2:2]1.CN1CCOCC1.Cl.[C:37]1([CH2:43][O:44][NH2:45])[CH:42]=[CH:41][CH:40]=[CH:39][CH:38]=1.C(Cl)CCl.N1C2C(=NC=CC=2)N(O)N=1. Product: [CH:1]1([CH2:6][C@H:7]([CH2:8][C:9](=[O:11])[NH:45][O:44][CH2:43][C:37]2[CH:42]=[CH:41][CH:40]=[CH:39][CH:38]=2)[C:12]([N:14]2[C@H:18]([C:19]([NH:21][C:22]3[CH:27]=[CH:26][C:25]([F:28])=[CH:24][N:23]=3)=[O:20])[CH2:17][CH:16]=[N:15]2)=[O:13])[CH2:5][CH2:4][CH2:3][CH2:2]1. The catalyst class is: 4. (5) Reactant: [Cl:1][C:2]1[S:31][C:5]2[NH:6][C:7]([C:9]([NH:11][C@@H:12]3[CH2:20][C:19]4[C:14](=[CH:15][CH:16]=[CH:17][CH:18]=4)[C@H:13]3[CH2:21][O:22][CH2:23][C:24]([O:26]C(C)(C)C)=[O:25])=[O:10])=[CH:8][C:4]=2[CH:3]=1.FC(F)(F)C(O)=O. Product: [Cl:1][C:2]1[S:31][C:5]2[NH:6][C:7]([C:9]([NH:11][C@@H:12]3[CH2:20][C:19]4[C:14](=[CH:15][CH:16]=[CH:17][CH:18]=4)[C@H:13]3[CH2:21][O:22][CH2:23][C:24]([OH:26])=[O:25])=[O:10])=[CH:8][C:4]=2[CH:3]=1. The catalyst class is: 2. (6) Reactant: C[O:2][C:3](=[O:32])[CH:4]([CH2:9][CH2:10][S:11][C:12]1[C:17]([F:18])=[CH:16][C:15]([F:19])=[CH:14][C:13]=1[C:20]1[CH:25]=[CH:24][CH:23]=[C:22]([O:26][CH:27]2[CH2:31][CH2:30][CH2:29][CH2:28]2)[CH:21]=1)C(OC)=O.[OH-].[K+]. Product: [CH:27]1([O:26][C:22]2[CH:21]=[C:20]([C:13]3[CH:14]=[C:15]([F:19])[CH:16]=[C:17]([F:18])[C:12]=3[S:11][CH2:10][CH2:9][CH2:4][C:3]([OH:32])=[O:2])[CH:25]=[CH:24][CH:23]=2)[CH2:28][CH2:29][CH2:30][CH2:31]1. The catalyst class is: 301.